This data is from Forward reaction prediction with 1.9M reactions from USPTO patents (1976-2016). The task is: Predict the product of the given reaction. (1) The product is: [F:20][C:14]1[CH:15]=[C:16]([F:19])[CH:17]=[CH:18][C:13]=1[S:10](/[CH:9]=[CH:34]/[C:33]1[C:28]([NH:27][C:24]2[CH:25]=[CH:26][N:22]([CH3:21])[N:23]=2)=[N:29][C:30]([S:36][CH3:37])=[N:31][CH:32]=1)(=[O:11])=[O:12]. Given the reactants C(OP([CH2:9][S:10]([C:13]1[CH:18]=[CH:17][C:16]([F:19])=[CH:15][C:14]=1[F:20])(=[O:12])=[O:11])(=O)OCC)C.[CH3:21][N:22]1[CH:26]=[CH:25][C:24]([NH:27][C:28]2[C:33]([CH:34]=O)=[CH:32][N:31]=[C:30]([S:36][CH3:37])[N:29]=2)=[N:23]1, predict the reaction product. (2) The product is: [CH3:9][C:4]1[CH:5]=[CH:6][C:7]2[O:8][C:15]([C:14]3[CH:18]=[CH:19][C:11]([NH2:10])=[CH:12][CH:13]=3)=[N:1][C:2]=2[CH:3]=1. Given the reactants [NH2:1][C:2]1[C:7]([OH:8])=[CH:6][CH:5]=[C:4]([CH3:9])[CH:3]=1.[NH2:10][C:11]1[CH:19]=[CH:18][C:14]([C:15](O)=O)=[CH:13][CH:12]=1, predict the reaction product. (3) Given the reactants [N:1]1[CH:6]=[CH:5][CH:4]=[C:3]([CH2:7][C:8]([O:10][C@@H:11]2[C@@H:27]([CH3:28])[C:26](=[O:29])[O:25][C@H:24]([CH2:30][CH3:31])[C@:23]3([CH3:32])[C@H:19]([NH:20][C:21](=[O:33])[O:22]3)[C@@H:18]([CH3:34])[C:17](=[O:35])[C@H:16]([CH3:36])[CH2:15][C@:14]([O:38][C:39]([NH2:41])=[O:40])([CH3:37])[C@H:13]([O:42][C@@H:43]3[O:52][C@H:51]([CH3:53])[CH2:50][C@H:49]([N:54]([CH3:56])[CH3:55])[C@H:44]3[O:45][C:46](=[O:48])[CH3:47])[C@H:12]2[CH3:57])=[O:9])[CH:2]=1.[CH:58]([CH:60]([CH2:63][CH:64](OC)OC)[C:61]#[N:62])=O.FC(F)(F)C(O)=O, predict the reaction product. The product is: [N:1]1[CH:6]=[CH:5][CH:4]=[C:3]([CH2:7][C:8]([O:10][C@@H:11]2[C@@H:27]([CH3:28])[C:26](=[O:29])[O:25][C@H:24]([CH2:30][CH3:31])[C@:23]3([CH3:32])[C@H:19]([NH:20][C:21](=[O:33])[O:22]3)[C@@H:18]([CH3:34])[C:17](=[O:35])[C@H:16]([CH3:36])[CH2:15][C@:14]([O:38][C:39]([N:41]3[CH:64]=[CH:63][C:60]([C:61]#[N:62])=[CH:58]3)=[O:40])([CH3:37])[C@H:13]([O:42][C@@H:43]3[O:52][C@H:51]([CH3:53])[CH2:50][C@H:49]([N:54]([CH3:55])[CH3:56])[C@H:44]3[O:45][C:46](=[O:48])[CH3:47])[C@H:12]2[CH3:57])=[O:9])[CH:2]=1. (4) The product is: [NH:23]1[C:24]2=[N:25][CH:26]=[CH:27][CH:28]=[C:29]2[C:21]([CH2:3][C:4]2[CH:20]=[CH:19][C:7]3[N:8]=[C:9]([NH:11][C@@H:12]4[CH2:17][CH2:16][CH2:15][CH2:14][C@H:13]4[OH:18])[S:10][C:6]=3[CH:5]=2)=[CH:22]1. Given the reactants CO[CH:3]([C:21]1[C:29]2[C:24](=[N:25][CH:26]=[CH:27][CH:28]=2)[NH:23][CH:22]=1)[C:4]1[CH:20]=[CH:19][C:7]2[N:8]=[C:9]([NH:11][C@@H:12]3[CH2:17][CH2:16][CH2:15][CH2:14][C@H:13]3[OH:18])[S:10][C:6]=2[CH:5]=1.C([SiH](CC)CC)C.C(O)(C(F)(F)F)=O, predict the reaction product.